This data is from Full USPTO retrosynthesis dataset with 1.9M reactions from patents (1976-2016). The task is: Predict the reactants needed to synthesize the given product. (1) Given the product [O:25]=[C:16]1[C:17]2[C:22](=[CH:21][CH:20]=[CH:19][CH:18]=2)[C:23](=[O:24])[N:15]1[CH2:14][CH2:13][CH2:12][O:10][C:6]1[CH:7]=[CH:8][CH:9]=[C:2]([F:1])[C:3]=1[C:4]#[N:5], predict the reactants needed to synthesize it. The reactants are: [F:1][C:2]1[CH:9]=[CH:8][CH:7]=[C:6]([OH:10])[C:3]=1[C:4]#[N:5].Br[CH2:12][CH2:13][CH2:14][N:15]1[C:23](=[O:24])[C:22]2[C:17](=[CH:18][CH:19]=[CH:20][CH:21]=2)[C:16]1=[O:25].C(=O)([O-])[O-].[K+].[K+]. (2) Given the product [OH:8][C:9]1[CH:24]=[CH:23][C:12]2[CH2:13][CH:14]([C:18]([O:20][CH2:21][CH3:22])=[O:19])[CH2:15][CH2:16][O:17][C:11]=2[CH:10]=1, predict the reactants needed to synthesize it. The reactants are: C([O:8][C:9]1[CH:24]=[CH:23][C:12]2[CH:13]=[C:14]([C:18]([O:20][CH2:21][CH3:22])=[O:19])[CH2:15][CH2:16][O:17][C:11]=2[CH:10]=1)C1C=CC=CC=1. (3) Given the product [I:19][C:8]1[CH:9]=[CH:10][C:2]([CH3:1])=[CH:3][C:4]=1[C:5]([OH:7])=[O:6], predict the reactants needed to synthesize it. The reactants are: [CH3:1][C:2]1[CH:3]=[C:4]([CH:8]=[CH:9][CH:10]=1)[C:5]([OH:7])=[O:6].C(O)(=O)C.C(O)(=O)C.[I:19]C1C=CC=CC=1.II. (4) The reactants are: [Cl:1][C:2]1[CH:3]=[C:4]2[N:25]=[C:24]([O:26][C@H:27]3[C@H:31]4[O:32][CH2:33][C@@H:34]([OH:35])[C@H:30]4[O:29][CH2:28]3)[N:23]([CH2:36][O:37][CH2:38][CH2:39][Si:40]([CH3:43])([CH3:42])[CH3:41])[C:5]2=[N:6][C:7]=1[C:8]1[CH:13]=[CH:12][C:11](B2OC(C)(C)C(C)(C)O2)=[CH:10][CH:9]=1.[Br:44][C:45]1[CH:50]=[N:49][C:48](Br)=[CH:47][N:46]=1. Given the product [Br:44][C:45]1[N:46]=[CH:47][C:48]([C:11]2[CH:12]=[CH:13][C:8]([C:7]3[N:6]=[C:5]4[N:23]([CH2:36][O:37][CH2:38][CH2:39][Si:40]([CH3:42])([CH3:43])[CH3:41])[C:24]([O:26][C@H:27]5[C@H:31]6[O:32][CH2:33][C@@H:34]([OH:35])[C@H:30]6[O:29][CH2:28]5)=[N:25][C:4]4=[CH:3][C:2]=3[Cl:1])=[CH:9][CH:10]=2)=[N:49][CH:50]=1, predict the reactants needed to synthesize it. (5) Given the product [Br:1][C:2]1[CH:9]=[CH:8][C:5]([CH2:6][N:10]=[N+:11]=[N-:12])=[CH:4][CH:3]=1, predict the reactants needed to synthesize it. The reactants are: [Br:1][C:2]1[CH:9]=[CH:8][C:5]([CH2:6]Br)=[CH:4][CH:3]=1.[N-:10]=[N+:11]=[N-:12].[Na+]. (6) The reactants are: [CH3:1][O:2][C:3]1[CH:4]=[C:5]2[C:10](=[CH:11][CH:12]=1)[N:9]=[CH:8][CH:7]=[C:6]2[N:13]1[CH:21]=[C:20]2[C:15]([CH2:16][CH2:17][CH:18]([NH2:22])[CH2:19]2)=[N:14]1.Cl[CH2:24][C:25]([C:27]1[CH:28]=[CH:29][C:30]2[O:35][CH2:34][C:33](=[O:36])[NH:32][C:31]=2[CH:37]=1)=[O:26].CCN(CC)CC. Given the product [CH3:1][O:2][C:3]1[CH:4]=[C:5]2[C:10](=[CH:11][CH:12]=1)[N:9]=[CH:8][CH:7]=[C:6]2[N:13]1[CH:21]=[C:20]2[C:15]([CH2:16][CH2:17][CH:18]([NH:22][CH2:24][C:25]([C:27]3[CH:28]=[CH:29][C:30]4[O:35][CH2:34][C:33](=[O:36])[NH:32][C:31]=4[CH:37]=3)=[O:26])[CH2:19]2)=[N:14]1, predict the reactants needed to synthesize it.